Dataset: Forward reaction prediction with 1.9M reactions from USPTO patents (1976-2016). Task: Predict the product of the given reaction. (1) Given the reactants Br[C:2]1[CH:10]=[CH:9][CH:8]=[C:7]2[C:3]=1[CH:4]=[CH:5][NH:6]2.[B:11]1([B:11]2[O:15][C:14]([CH3:17])([CH3:16])[C:13]([CH3:19])([CH3:18])[O:12]2)[O:15][C:14]([CH3:17])([CH3:16])[C:13]([CH3:19])([CH3:18])[O:12]1.C([O-])(=O)C.[K+].O, predict the reaction product. The product is: [CH3:18][C:13]1([CH3:19])[C:14]([CH3:17])([CH3:16])[O:15][B:11]([C:2]2[CH:10]=[CH:9][CH:8]=[C:7]3[C:3]=2[CH:4]=[CH:5][NH:6]3)[O:12]1. (2) Given the reactants F[P-](F)(F)(F)(F)F.N1(O[P+](N(C)C)(N(C)C)N(C)C)C2C=CC=CC=2N=N1.[S:28]1[CH:32]=[CH:31][CH:30]=[C:29]1[C:33]([OH:35])=O.C(N(C(C)C)CC)(C)C.[CH3:45][O:46][C:47]1[CH:48]=[C:49]([NH:57][C:58]2[N:59]=[CH:60][C:61]3[CH2:67][NH:66][CH2:65][CH2:64][C:62]=3[N:63]=2)[CH:50]=[C:51]([O:55][CH3:56])[C:52]=1[O:53][CH3:54], predict the reaction product. The product is: [S:28]1[CH:32]=[CH:31][CH:30]=[C:29]1[C:33]([N:66]1[CH2:65][CH2:64][C:62]2[N:63]=[C:58]([NH:57][C:49]3[CH:48]=[C:47]([O:46][CH3:45])[C:52]([O:53][CH3:54])=[C:51]([O:55][CH3:56])[CH:50]=3)[N:59]=[CH:60][C:61]=2[CH2:67]1)=[O:35]. (3) Given the reactants Br[CH:2]([C:14]1[CH:15]=[N:16][CH:17]=[CH:18][CH:19]=1)[C:3]([C:5]1[C:13]2[C:8](=[CH:9][CH:10]=[CH:11][CH:12]=2)[NH:7][CH:6]=1)=[O:4].[CH3:20][O:21][C:22]1[CH:23]=[C:24]([CH:26]=[C:27]([O:29][CH3:30])[CH:28]=1)[NH2:25].C(=O)(O)[O-].[Na+], predict the reaction product. The product is: [CH3:30][O:29][C:27]1[CH:26]=[C:24]([NH:25][CH:2]([C:14]2[CH:15]=[N:16][CH:17]=[CH:18][CH:19]=2)[C:3]([C:5]2[C:13]3[C:8](=[CH:9][CH:10]=[CH:11][CH:12]=3)[NH:7][CH:6]=2)=[O:4])[CH:23]=[C:22]([O:21][CH3:20])[CH:28]=1.